This data is from Reaction yield outcomes from USPTO patents with 853,638 reactions. The task is: Predict the reaction yield, written as a fraction of the theoretical maximum amount of product (1.0 means a 100% yield; for example, 0.34 means a 34% yield). (1) The reactants are Cl[C:2]1[NH:10][C:9]2[C:4](=[N:5][CH:6]=[CH:7][CH:8]=2)[C:3]=1[C:11]#[N:12].[OH:13][CH:14]1[CH2:19][CH2:18][CH2:17][NH:16][CH2:15]1. No catalyst specified. The product is [OH:13][CH:14]1[CH2:19][CH2:18][CH2:17][N:16]([C:2]2[NH:10][C:9]3[C:4](=[N:5][CH:6]=[CH:7][CH:8]=3)[C:3]=2[C:11]#[N:12])[CH2:15]1. The yield is 0.660. (2) The reactants are [H-].[Na+].C1(S)C=CC=CC=1.BrC1C(C)=[N+]([O-])C=CC=1.[CH3:19][C:20]1[C:25]([S:26][C:27]2[CH:32]=[CH:31][CH:30]=[CH:29][CH:28]=2)=[CH:24][CH:23]=[CH:22][N+:21]=1[O-].[CH3:34][C:35]([O:37]C(C)=O)=[O:36]. The catalyst is CN(C=O)C.C(Cl)Cl.O.C([O-])(O)=O.[Na+]. The product is [C:27]1([S:26][C:25]2[C:20]([CH2:19][O:37][C:35](=[O:36])[CH3:34])=[N:21][CH:22]=[CH:23][CH:24]=2)[CH:32]=[CH:31][CH:30]=[CH:29][CH:28]=1. The yield is 0.250. (3) The reactants are C1COCC1.[C:6]1([CH2:12][OH:13])[CH:11]=[CH:10][CH:9]=[CH:8]C=1.[OH-].[Na+].[Cl:16][C:17]1[C:22]([O:23][CH2:24][CH:25]2[CH2:27][O:26]2)=[CH:21][CH:20]=[CH:19][N:18]=1. The catalyst is O. The product is [Cl:16][C:17]1[C:22]([O:23][CH2:24][CH:25]([OH:26])[CH2:27][O:13][CH2:12][CH2:6]/[CH:11]=[CH:10]\[CH:9]=[CH2:8])=[CH:21][CH:20]=[CH:19][N:18]=1. The yield is 0.380. (4) The reactants are CC1(C)C(C)(C)OB([C:9]2[CH:10]=[C:11]3[C:17]([C:18]4[N:19](S(C5C=CC(C)=CC=5)(=O)=O)[N:20]=[CH:21][CH:22]=4)=[CH:16][N:15](S(C4C=CC(C)=CC=4)(=O)=O)[C:12]3=[N:13][CH:14]=2)O1.Br[C:45]1[CH:46]=[N:47][CH:48]=[C:49]([CH:53]=1)[C:50]([NH2:52])=[O:51].ClCCl. The catalyst is C1C=CC(P(C2C=CC=CC=2)[C-]2C=CC=C2)=CC=1.C1C=CC(P(C2C=CC=CC=2)[C-]2C=CC=C2)=CC=1.Cl[Pd]Cl.[Fe+2].C(#N)C. The product is [N:20]1[NH:19][C:18]([C:17]2[C:11]3[C:12](=[N:13][CH:14]=[C:9]([C:45]4[CH:46]=[N:47][CH:48]=[C:49]([CH:53]=4)[C:50]([NH2:52])=[O:51])[CH:10]=3)[NH:15][CH:16]=2)=[CH:22][CH:21]=1. The yield is 0.0300. (5) The reactants are Br[C:2]1[CH:3]=[C:4]([N:8]2[C:12]3=[N:13][N:14]=[C:15]([O:17][CH3:18])[CH:16]=[C:11]3[C:10]([C:19]([NH2:21])=[O:20])=[N:9]2)[CH:5]=[CH:6][CH:7]=1.[C:22]([C@:24]1([OH:31])[CH2:28][CH2:27][N:26]([CH3:29])[C:25]1=[O:30])#[CH:23]. No catalyst specified. The product is [OH:31][C@@:24]1([C:22]#[C:23][C:2]2[CH:3]=[C:4]([N:8]3[C:12]4=[N:13][N:14]=[C:15]([O:17][CH3:18])[CH:16]=[C:11]4[C:10]([C:19]([NH2:21])=[O:20])=[N:9]3)[CH:5]=[CH:6][CH:7]=2)[CH2:28][CH2:27][N:26]([CH3:29])[C:25]1=[O:30]. The yield is 0.160. (6) The reactants are [OH-].[K+].[C:3]([C:6]1[N:11]=[C:10]([C:12]2[CH:17]=[CH:16][C:15]([C:18]3[CH:23]=[CH:22][C:21]([C:24]4([C:28]([O:30]C)=[O:29])[CH2:27][CH2:26][CH2:25]4)=[CH:20][C:19]=3[Cl:32])=[CH:14][CH:13]=2)[C:9]([CH3:33])=[N:8][C:7]=1[CH3:34])(=[O:5])[NH2:4].Cl. The catalyst is C(O)(C)(C)C.C(O)C. The product is [C:3]([C:6]1[N:11]=[C:10]([C:12]2[CH:13]=[CH:14][C:15]([C:18]3[CH:23]=[CH:22][C:21]([C:24]4([C:28]([OH:30])=[O:29])[CH2:25][CH2:26][CH2:27]4)=[CH:20][C:19]=3[Cl:32])=[CH:16][CH:17]=2)[C:9]([CH3:33])=[N:8][C:7]=1[CH3:34])(=[O:5])[NH2:4]. The yield is 0.462. (7) The reactants are I[C:2]1[C:10]2[C:5](=[CH:6][CH:7]=[C:8]([C:11]([NH:13][C@@H:14]([C:17]3[S:18][CH:19]=[CH:20][CH:21]=3)[CH2:15][CH3:16])=[O:12])[CH:9]=2)[NH:4][N:3]=1.[CH3:22][N:23]1[CH2:28][CH2:27][CH:26]([O:29][C:30]2[CH:35]=[CH:34][C:33](B3OC(C)(C)C(C)(C)O3)=[CH:32][CH:31]=2)[CH2:25][CH2:24]1.C([O-])([O-])=O.[Na+].[Na+]. The catalyst is C1(C)C=CC=CC=1.CCO. The product is [CH3:22][N:23]1[CH2:28][CH2:27][CH:26]([O:29][C:30]2[CH:35]=[CH:34][C:33]([C:2]3[C:10]4[C:5](=[CH:6][CH:7]=[C:8]([C:11]([NH:13][C@@H:14]([C:17]5[S:18][CH:19]=[CH:20][CH:21]=5)[CH2:15][CH3:16])=[O:12])[CH:9]=4)[NH:4][N:3]=3)=[CH:32][CH:31]=2)[CH2:25][CH2:24]1. The yield is 0.170. (8) The reactants are FC(F)(F)C(O)=O.[CH3:8][O:9][C:10](=[O:38])[C@H:11]([NH:27][C:28]([O:30][CH2:31][C:32]1[CH:37]=[CH:36][CH:35]=[CH:34][CH:33]=1)=[O:29])[CH2:12][C:13]1[CH:18]=[C:17]([Cl:19])[C:16]([NH2:20])=[C:15]([CH3:21])[C:14]=1[CH2:22][O:23][C:24](=[O:26])[CH3:25].[N:39](OCCC(C)C)=O.C([O-])(=O)C.[K+]. The catalyst is C(O)(=O)C.C(Cl)(Cl)Cl.ClCCl. The product is [CH3:8][O:9][C:10](=[O:38])[C@H:11]([NH:27][C:28]([O:30][CH2:31][C:32]1[CH:33]=[CH:34][CH:35]=[CH:36][CH:37]=1)=[O:29])[CH2:12][C:13]1[C:14]([CH2:22][O:23][C:24](=[O:26])[CH3:25])=[C:15]2[C:16](=[C:17]([Cl:19])[CH:18]=1)[NH:20][N:39]=[CH:21]2. The yield is 0.830.